Dataset: Forward reaction prediction with 1.9M reactions from USPTO patents (1976-2016). Task: Predict the product of the given reaction. (1) Given the reactants [Cl:1][C:2]1[CH:7]=[CH:6][C:5]([C:8]2[N:12]([C:13]3[CH:18]=[CH:17][C:16]([S:19]([NH2:22])(=[O:21])=[O:20])=[CH:15][CH:14]=3)[N:11]=[C:10]([C:23]([F:26])([F:25])[F:24])[CH:9]=2)=[CH:4][CH:3]=1.C(O)(=O)C.[Cl:31]Cl, predict the reaction product. The product is: [Cl:1][C:2]1[CH:7]=[CH:6][C:5]([C:8]2[N:12]([C:13]3[CH:14]=[CH:15][C:16]([S:19]([NH2:22])(=[O:21])=[O:20])=[CH:17][CH:18]=3)[N:11]=[C:10]([C:23]([F:24])([F:25])[F:26])[C:9]=2[Cl:31])=[CH:4][CH:3]=1. (2) The product is: [CH3:1][O:2][C:3]([C:5]1([CH2:11][S:12][C:13](=[O:15])[CH3:14])[CH2:10][CH2:9][CH2:16][CH2:7][CH2:6]1)=[O:4]. Given the reactants [CH3:1][O:2][C:3]([C:5]1([CH2:11][S:12][C:13](=[O:15])[CH3:14])[CH2:10][CH2:9]O[CH2:7][CH2:6]1)=[O:4].[CH3:16]OC(C1(CI)CCCCC1)=O, predict the reaction product. (3) Given the reactants [Cl:1][C:2]1[CH:7]=[CH:6][C:5]([CH:8]([C:13]2[C:21]3[C:16](=[C:17](I)[CH:18]=[CH:19][CH:20]=3)[NH:15][N:14]=2)[CH2:9][CH2:10][C:11]#[N:12])=[C:4]([F:23])[CH:3]=1.[N:24]1[CH:29]=[CH:28][CH:27]=[C:26](B(O)O)[CH:25]=1.C([O-])(O)=O.[Na+], predict the reaction product. The product is: [Cl:1][C:2]1[CH:7]=[CH:6][C:5]([CH:8]([C:13]2[C:21]3[C:16](=[C:17]([C:26]4[CH:25]=[N:24][CH:29]=[CH:28][CH:27]=4)[CH:18]=[CH:19][CH:20]=3)[NH:15][N:14]=2)[CH2:9][CH2:10][C:11]#[N:12])=[C:4]([F:23])[CH:3]=1.